This data is from Peptide-MHC class II binding affinity with 134,281 pairs from IEDB. The task is: Regression. Given a peptide amino acid sequence and an MHC pseudo amino acid sequence, predict their binding affinity value. This is MHC class II binding data. The peptide sequence is YDKFLANCSTVLTGK. The MHC is DRB1_0404 with pseudo-sequence DRB1_0404. The binding affinity (normalized) is 0.560.